Dataset: Full USPTO retrosynthesis dataset with 1.9M reactions from patents (1976-2016). Task: Predict the reactants needed to synthesize the given product. (1) Given the product [CH2:1]([O:27][C:26](=[O:28])[CH:25]=[CH:24][CH2:23][CH2:22][C:16]1[CH:21]=[CH:20][CH:19]=[CH:18][CH:17]=1)[CH3:2], predict the reactants needed to synthesize it. The reactants are: [CH2:1]1CCC(N=C=NC2CCCCC2)C[CH2:2]1.[C:16]1([CH2:22][CH2:23][CH:24]=[CH:25][C:26]([OH:28])=[O:27])[CH:21]=[CH:20][CH:19]=[CH:18][CH:17]=1.CCCCCC. (2) Given the product [N:4]1[N:3]([CH2:7][C:8]([N:18]2[CH2:19][C@H:15]([CH2:14][C:13]3[CH:37]=[CH:38][C:39]([F:41])=[CH:40][C:12]=3[Cl:11])[CH2:16][C@H:17]2[C:20]([NH:22][C:23]2[CH:28]=[CH:27][C:26]([O:29][C:30]3[CH:31]=[CH:32][C:33]([F:36])=[CH:34][CH:35]=3)=[CH:25][CH:24]=2)=[O:21])=[O:10])[N:2]=[CH:6][CH:5]=1, predict the reactants needed to synthesize it. The reactants are: Cl.[N:2]1[N:3]([CH2:7][C:8]([OH:10])=O)[N:4]=[CH:5][CH:6]=1.[Cl:11][C:12]1[CH:40]=[C:39]([F:41])[CH:38]=[CH:37][C:13]=1[CH2:14][C@H:15]1[CH2:19][NH:18][C@H:17]([C:20]([NH:22][C:23]2[CH:28]=[CH:27][C:26]([O:29][C:30]3[CH:35]=[CH:34][C:33]([F:36])=[CH:32][CH:31]=3)=[CH:25][CH:24]=2)=[O:21])[CH2:16]1.